This data is from Experimentally validated miRNA-target interactions with 360,000+ pairs, plus equal number of negative samples. The task is: Binary Classification. Given a miRNA mature sequence and a target amino acid sequence, predict their likelihood of interaction. (1) The protein sequence of the target gene is MNNSGADEIGKLFVGGLDWSTTQETLRSYFSQYGEVVDCVIMKDKTTNQSRGFGFVKFKDPNCVGTVLASRPHTLDGRNIDPKPCTPRGMQPERTRPKEGWQKGPRSDNSKSNKIFVGGIPHNCGETELREYFKKFGVVTEVVMIYDAEKQRPRGFGFITFEDEQSVDQAVNMHFHDIMGKKVEVKRAEPRDSKSQAPGQPGASQWGSRVVPNAANGWAGQPPPTWQQGYGPQGMWVPAGQAIGGYGPPPAGRGAPPPPPPFTSYIVSTPPGGFPPPQGFPQGYGAPPQFSFGYGPPPPP.... The miRNA is hsa-miR-4457 with sequence UCACAAGGUAUUGACUGGCGUA. Result: 1 (interaction). (2) The miRNA is hsa-miR-577 with sequence UAGAUAAAAUAUUGGUACCUG. The protein sequence of the target gene is MPCIQAQYGTPAPSPGPRDHLASDPLTPEFIKPTMDLASPEAAPAAPTALPSFSTFMDGYTGEFDTFLYQLPGTVQPCSSASSSASSTSSSSATSPASASFKFEDFQVYGCYPGPLSGPVDEALSSSGSDYYGSPCSAPSPSTPSFQPPQLSPWDGSFGHFSPSQTYEGLRAWTEQLPKASGPPQPPAFFSFSPPTGPSPSLAQSPLKLFPSQATHQLGEGESYSMPTAFPGLAPTSPHLEGSGILDTPVTSTKARSGAPGGSEGRCAVCGDNASCQHYGVRTCEGCKGFFKRTVQKNAK.... Result: 0 (no interaction).